From a dataset of Full USPTO retrosynthesis dataset with 1.9M reactions from patents (1976-2016). Predict the reactants needed to synthesize the given product. (1) Given the product [CH3:15][O:14][C:12]([C@H:9]1[CH2:10][CH2:11][N:7]([C:5](=[O:6])[C:4]([OH:17])=[O:3])[C@H:8]1[CH3:16])=[O:13], predict the reactants needed to synthesize it. The reactants are: C([O:3][C:4](=[O:17])[C:5]([N:7]1[CH2:11][CH2:10][C@H:9]([C:12]([O:14][CH3:15])=[O:13])[C@@H:8]1[CH3:16])=[O:6])C.[OH-].[Na+].Cl. (2) Given the product [I:11][C:10]1[C:3]2[C:2]([NH2:1])=[N:7][CH:6]=[N:5][C:4]=2[N:8]([C@H:12]2[CH2:15][C@@H:14]([CH2:16][N:44]3[CH2:45][CH2:46][S:41](=[O:40])[CH2:42][CH2:43]3)[CH2:13]2)[CH:9]=1, predict the reactants needed to synthesize it. The reactants are: [NH2:1][C:2]1[C:3]2[C:10]([I:11])=[CH:9][N:8]([C@@H:12]3[CH2:15][C@H:14]([CH2:16]O)[CH2:13]3)[C:4]=2[N:5]=[CH:6][N:7]=1.I(C1C=CC=CC=1C(O)=O)(=O)=O.C(N(C(C)C)CC)(C)C.Cl.[O:40]=[S:41]1[CH2:46][CH2:45][NH:44][CH2:43][CH2:42]1.C(O[BH-](OC(=O)C)OC(=O)C)(=O)C.[Na+]. (3) Given the product [OH:12][CH:20]1[CH2:19][C@@H:18]([CH3:17])[C:29](=[O:30])[O:28][CH2:27][C@@H:26]([C:31]2[CH:32]=[CH:33][CH:34]=[CH:35][CH:36]=2)[NH:25][C:24](=[O:37])[CH2:23][CH2:22][CH:21]1[NH:2][C:1](=[O:8])[O:3][C:4]([CH3:7])([CH3:6])[CH3:5], predict the reactants needed to synthesize it. The reactants are: [C:1](=[O:8])([O:3][C:4]([CH3:7])([CH3:6])[CH3:5])[NH2:2].[OH-].[Na+].Cl[O:12]C(C)(C)C.[CH3:17][C@H:18]1[C:29](=[O:30])[O:28][CH2:27][C@@H:26]([C:31]2[CH:36]=[CH:35][CH:34]=[CH:33][CH:32]=2)[NH:25][C:24](=[O:37])[CH2:23][CH2:22][CH:21]=[CH:20][CH2:19]1.S([O-])([O-])=O.S([O-])([O-])=O.[Na+].[Na+].[Na+].[Na+]. (4) Given the product [OH:10][CH:9]([C:8]1[CH:7]=[CH:6][C:5]([C:4]([F:3])([F:18])[F:19])=[CH:17][CH:16]=1)[CH:11]1[CH2:13][CH:12]1[C:14]#[N:15], predict the reactants needed to synthesize it. The reactants are: [BH4-].[Na+].[F:3][C:4]([F:19])([F:18])[C:5]1[CH:17]=[CH:16][C:8]([C:9]([CH:11]2[CH2:13][CH:12]2[C:14]#[N:15])=[O:10])=[CH:7][CH:6]=1.[Cl-].[NH4+]. (5) Given the product [Br:1][C:2]1[CH:10]=[CH:9][C:5]([C:6]([N:15]2[CH2:14][CH2:13][N:12]([C:18]([O:20][C:21]([CH3:24])([CH3:23])[CH3:22])=[O:19])[CH2:17][CH2:16]2)=[O:7])=[C:4]([F:11])[CH:3]=1, predict the reactants needed to synthesize it. The reactants are: [Br:1][C:2]1[CH:10]=[CH:9][C:5]([C:6](Cl)=[O:7])=[C:4]([F:11])[CH:3]=1.[N:12]1([C:18]([O:20][C:21]([CH3:24])([CH3:23])[CH3:22])=[O:19])[CH2:17][CH2:16][NH:15][CH2:14][CH2:13]1.CCN(C(C)C)C(C)C.O. (6) Given the product [Cl:17][C:14]1[C:15]([CH3:16])=[C:10]2[N:9]=[C:8]([C:5]3[CH:6]=[CH:7][C:2]([NH:1][CH2:20][C@H:22]4[CH2:26][CH2:25][CH2:24][N:23]4[C:27]([O:29][C:30]([CH3:31])([CH3:33])[CH3:32])=[O:28])=[C:3]([OH:19])[CH:4]=3)[NH:18][C:11]2=[N:12][CH:13]=1, predict the reactants needed to synthesize it. The reactants are: [NH2:1][C:2]1[CH:7]=[CH:6][C:5]([C:8]2[NH:18][C:11]3=[N:12][CH:13]=[C:14]([Cl:17])[C:15]([CH3:16])=[C:10]3[N:9]=2)=[CH:4][C:3]=1[OH:19].[CH:20]([C@H:22]1[CH2:26][CH2:25][CH2:24][N:23]1[C:27]([O:29][C:30]([CH3:33])([CH3:32])[CH3:31])=[O:28])=O.C[Si](Cl)(C)C.[BH-](OC(C)=O)(OC(C)=O)OC(C)=O.[Na+]. (7) Given the product [S:1]1[CH:5]=[CH:4][S:3][C:2]1=[C:6]1[S:7][C:8]2[S:13][C:12](=[C:14]3[S:18][C:17]([C:19]([O-:21])=[O:20])=[CH:16][S:15]3)[S:11][C:9]=2[S:10]1.[NH4+:33], predict the reactants needed to synthesize it. The reactants are: [S:1]1[CH:5]=[CH:4][S:3][C:2]1=[C:6]1[S:10][C:9]2[S:11][C:12](=[C:14]3[S:18][C:17]([C:19]([OH:21])=[O:20])=[CH:16][S:15]3)[S:13][C:8]=2[S:7]1.O1CCOCC1.C1COCC1.[NH3:33]. (8) Given the product [CH:7]1([CH:12]([N:16]2[CH:20]=[C:19]([C:21]3[C:22]4[CH:29]=[CH:28][N:27]([CH2:30][O:31][CH2:32][CH2:33][Si:34]([CH3:37])([CH3:35])[CH3:36])[C:23]=4[N:24]=[CH:25][N:26]=3)[CH:18]=[N:17]2)[CH2:13][C:14]#[CH:1])[CH2:11][CH2:10][CH2:9][CH2:8]1, predict the reactants needed to synthesize it. The reactants are: [C:1](=O)([O-])[O-].[K+].[K+].[CH:7]1([CH:12]([N:16]2[CH:20]=[C:19]([C:21]3[C:22]4[CH:29]=[CH:28][N:27]([CH2:30][O:31][CH2:32][CH2:33][Si:34]([CH3:37])([CH3:36])[CH3:35])[C:23]=4[N:24]=[CH:25][N:26]=3)[CH:18]=[N:17]2)[CH2:13][CH:14]=O)[CH2:11][CH2:10][CH2:9][CH2:8]1.[N+](=C(P(=O)(OC)OC)C(=O)C)=[N-].